This data is from Reaction yield outcomes from USPTO patents with 853,638 reactions. The task is: Predict the reaction yield, written as a fraction of the theoretical maximum amount of product (1.0 means a 100% yield; for example, 0.34 means a 34% yield). (1) The reactants are F[C:2]1[CH:3]=C2[C:8](=[CH:9][CH:10]=1)[NH:7]C=C2.[H-].[Na+].Cl[CH2:14][N:15]1[CH2:19][CH:18]([CH2:20][CH2:21][CH3:22])[CH2:17][C:16]1=[O:23].[OH2:24].C[N:26]([CH:28]=O)[CH3:27]. No catalyst specified. The product is [O-:24][N+:26]1[CH:28]=[CH:3][CH:2]=[C:10]2[C:9]([CH2:14][N:15]3[CH2:19][CH:18]([CH2:20][CH2:21][CH3:22])[CH2:17][C:16]3=[O:23])=[CH:8][NH:7][C:27]=12. The yield is 0.330. (2) The reactants are CCN(C(C)C)C(C)C.Cl.Cl.Cl.[N:13]1([CH2:19][CH2:20][O:21][C:22]2[CH:27]=[CH:26][C:25]([CH:28]3[CH2:33][CH2:32][N:31]([C:34]4[CH:35]=[CH:36][C:37]5[N:38]([C:40]([C:43]([F:46])([F:45])[F:44])=[N:41][N:42]=5)[N:39]=4)[CH2:30][CH2:29]3)=[CH:24][CH:23]=2)[CH2:18][CH2:17][NH:16][CH2:15][CH2:14]1.[OH:47][CH2:48][C:49](O)=[O:50].CN(C(ON1N=NC2C=CC=NC1=2)=[N+](C)C)C.F[P-](F)(F)(F)(F)F. The product is [O:47]=[C:48]([N:16]1[CH2:15][CH2:14][N:13]([CH2:19][CH2:20][O:21][C:22]2[CH:23]=[CH:24][C:25]([CH:28]3[CH2:33][CH2:32][N:31]([C:34]4[CH:35]=[CH:36][C:37]5[N:38]([C:40]([C:43]([F:45])([F:46])[F:44])=[N:41][N:42]=5)[N:39]=4)[CH2:30][CH2:29]3)=[CH:26][CH:27]=2)[CH2:18][CH2:17]1)[CH2:49][OH:50]. The catalyst is CN(C=O)C. The yield is 0.510.